This data is from Full USPTO retrosynthesis dataset with 1.9M reactions from patents (1976-2016). The task is: Predict the reactants needed to synthesize the given product. (1) Given the product [NH:40]1[CH2:41][CH2:42][C@@H:38]([NH:37][C:32]2[C:31]3[CH:30]=[CH:29][N:28]=[CH:27][C:36]=3[CH:35]=[CH:34][CH:33]=2)[CH2:39]1, predict the reactants needed to synthesize it. The reactants are: C([C@](C(O)=O)(O)[C@](C(=O)C1C=CC=CC=1)(O)C(O)=O)(=O)C1C=CC=CC=1.[CH:27]1[C:36]2[C:31](=[C:32]([NH:37][C@@H:38]3[CH2:42][CH2:41][N:40](C(OC(C)(C)C)=O)[CH2:39]3)[CH:33]=[CH:34][CH:35]=2)[CH:30]=[CH:29][N:28]=1.C(OC(C)C)(=O)C.[OH-].[Na+]. (2) Given the product [CH3:4][NH:6][C:38](=[O:39])[CH2:37][O:36][C:35]1[CH:41]=[CH:42][CH:43]=[C:33]([CH2:32][N:13]2[C:14]3[C:19](=[CH:18][CH:17]=[CH:16][CH:15]=3)[C:20]3([CH2:24][O:23][C:22]4[CH:25]=[C:26]5[C:30](=[CH:31][C:21]3=4)[CH2:29][CH2:28][O:27]5)[C:12]2=[O:11])[CH:34]=1, predict the reactants needed to synthesize it. The reactants are: Cl.CN.[CH2:4]([N:6](CC)CC)C.[O:11]=[C:12]1[C:20]2([CH2:24][O:23][C:22]3[CH:25]=[C:26]4[C:30](=[CH:31][C:21]2=3)[CH2:29][CH2:28][O:27]4)[C:19]2[C:14](=[CH:15][CH:16]=[CH:17][CH:18]=2)[N:13]1[CH2:32][C:33]1[CH:34]=[C:35]([CH:41]=[CH:42][CH:43]=1)[O:36][CH2:37][C:38](Cl)=[O:39]. (3) Given the product [C:35]([NH:34][C:30]1[CH:29]=[C:28]([CH:25]2[CH2:26][CH2:27][N:22]([CH2:21][CH2:20][CH2:19][NH:18][C:8](=[O:10])[C:7]([C:1]3[CH:2]=[CH:3][CH:4]=[CH:5][CH:6]=3)([C:12]3[CH:17]=[CH:16][CH:15]=[CH:14][CH:13]=3)[CH3:11])[CH2:23][CH2:24]2)[CH:33]=[CH:32][CH:31]=1)(=[O:37])[CH3:36], predict the reactants needed to synthesize it. The reactants are: [C:1]1([C:7]([C:12]2[CH:17]=[CH:16][CH:15]=[CH:14][CH:13]=2)([CH3:11])[C:8]([OH:10])=O)[CH:6]=[CH:5][CH:4]=[CH:3][CH:2]=1.[NH2:18][CH2:19][CH2:20][CH2:21][N:22]1[CH2:27][CH2:26][CH:25]([C:28]2[CH:29]=[C:30]([NH:34][C:35](=[O:37])[CH3:36])[CH:31]=[CH:32][CH:33]=2)[CH2:24][CH2:23]1. (4) Given the product [CH2:15]([C:3]1([CH2:1][CH3:2])[O:7][C:6](=[O:8])[N:5]([C:18]2[CH:36]=[CH:35][C:21]([C:22]([NH:24][C:25]3[CH:26]=[CH:27][CH:28]=[C:29]4[C:34]=3[N:33]=[CH:32][CH:31]=[CH:30]4)=[O:23])=[CH:20][CH:19]=2)[C@H:4]1[C:9]1[CH:14]=[CH:13][CH:12]=[CH:11][CH:10]=1)[CH3:16], predict the reactants needed to synthesize it. The reactants are: [CH2:1]([C:3]1([CH2:15][CH3:16])[O:7][C:6](=[O:8])[NH:5][C@H:4]1[C:9]1[CH:14]=[CH:13][CH:12]=[CH:11][CH:10]=1)[CH3:2].I[C:18]1[CH:36]=[CH:35][C:21]([C:22]([NH:24][C:25]2[CH:26]=[CH:27][CH:28]=[C:29]3[C:34]=2[N:33]=[CH:32][CH:31]=[CH:30]3)=[O:23])=[CH:20][CH:19]=1.C([O-])([O-])=O.[Cs+].[Cs+].CC(C1C=C(C(C)C)C(C2C=CC=CC=2P(C2CCCCC2)C2CCCCC2)=C(C(C)C)C=1)C. (5) Given the product [O:22]=[C:20]1[C:19]([C:16]2[CH:17]=[CH:18][N:13]=[CH:14][CH:15]=2)=[N:11][NH:10][C:2]([C:1]([O:6][CH2:7][CH3:8])=[O:9])=[N:4]1, predict the reactants needed to synthesize it. The reactants are: [C:1]([O:6][CH2:7][CH3:8])(=S)[C:2]([NH2:4])=O.[OH2:9].[NH2:10][NH2:11].O.[N:13]1[CH:18]=[CH:17][C:16]([C:19](=O)[C:20]([O:22]CC)=O)=[CH:15][CH:14]=1.